This data is from Forward reaction prediction with 1.9M reactions from USPTO patents (1976-2016). The task is: Predict the product of the given reaction. (1) Given the reactants [CH2:1]([C:3]1[CH:4]=[C:5]([NH2:11])[CH:6]=[CH:7][C:8]=1[O:9][CH3:10])[CH3:2].C([C:14]1C=C(CC(N)=O)C=C[C:19]=1[O:20]C)C, predict the reaction product. The product is: [CH2:1]([C:3]1[CH:4]=[C:5]([NH:11][C:19](=[O:20])[CH3:14])[CH:6]=[CH:7][C:8]=1[O:9][CH3:10])[CH3:2]. (2) The product is: [CH2:28]([O:27][C:24]1[CH:25]=[CH:26][C:21]([C:18]2[CH:19]=[CH:20][C:15]([C:13]([NH:12][CH:4]([CH2:5][C:6]3[CH:11]=[CH:10][CH:9]=[CH:8][CH:7]=3)[C:3]([OH:36])=[O:2])=[O:14])=[CH:16][CH:17]=2)=[CH:22][C:23]=1[F:35])[C:29]1[CH:30]=[CH:31][CH:32]=[CH:33][CH:34]=1. Given the reactants C[O:2][C:3](=[O:36])[CH:4]([NH:12][C:13]([C:15]1[CH:20]=[CH:19][C:18]([C:21]2[CH:26]=[CH:25][C:24]([O:27][CH2:28][C:29]3[CH:34]=[CH:33][CH:32]=[CH:31][CH:30]=3)=[C:23]([F:35])[CH:22]=2)=[CH:17][CH:16]=1)=[O:14])[CH2:5][C:6]1[CH:11]=[CH:10][CH:9]=[CH:8][CH:7]=1.[OH-].[Li+].Cl, predict the reaction product. (3) Given the reactants [C:1]([N:4]([C:10]1[CH:18]=[CH:17][C:13]([C:14]([OH:16])=O)=[CH:12][C:11]=1[CH3:19])[CH:5]1[CH2:9][CH2:8][CH2:7][CH2:6]1)(=[O:3])[CH3:2].CN(C(ON1N=NC2C=CC=CC1=2)=[N+](C)C)C.[B-](F)(F)(F)F.C(N(C(C)C)CC)(C)C.[Cl:51][C:52]1[CH:63]=[CH:62][C:55]2[NH:56][C:57]([C@@H:59]([NH2:61])[CH3:60])=[N:58][C:54]=2[CH:53]=1.ClCl, predict the reaction product. The product is: [C:1]([N:4]([C:10]1[CH:18]=[CH:17][C:13]([C:14]([NH:61][C@H:59]([C:57]2[NH:56][C:55]3[CH:62]=[CH:63][C:52]([Cl:51])=[CH:53][C:54]=3[N:58]=2)[CH3:60])=[O:16])=[CH:12][C:11]=1[CH3:19])[CH:5]1[CH2:6][CH2:7][CH2:8][CH2:9]1)(=[O:3])[CH3:2]. (4) Given the reactants [CH2:1]([O:3][C:4]([N:6]1[CH2:11][CH2:10][C:9](=[O:12])[CH2:8][CH2:7]1)=[O:5])[CH3:2].CO[CH:15](OC)[N:16]([CH3:18])[CH3:17], predict the reaction product. The product is: [CH2:1]([O:3][C:4]([N:6]1[CH2:7][CH2:8][C:9](=[O:12])[C:10](=[CH:15][N:16]([CH3:18])[CH3:17])[CH2:11]1)=[O:5])[CH3:2]. (5) Given the reactants O[CH:2]1[CH2:7][CH2:6][N:5]([C:8]([O:10][C:11]([CH3:14])([CH3:13])[CH3:12])=[O:9])[CH2:4][CH2:3]1.[CH2:15]([O:17][C:18]1[CH:27]=[CH:26][C:21]2[N:22]=[C:23]([SH:25])[S:24][C:20]=2[CH:19]=1)[CH3:16].C1(P(C2C=CC=CC=2)C2C=CC=CC=2)C=CC=CC=1.N(C(OCC)=O)=NC(OCC)=O.C1(C)C=CC=CC=1, predict the reaction product. The product is: [CH2:15]([O:17][C:18]1[CH:27]=[CH:26][C:21]2[N:22]=[C:23]([S:25][CH:2]3[CH2:7][CH2:6][N:5]([C:8]([O:10][C:11]([CH3:14])([CH3:13])[CH3:12])=[O:9])[CH2:4][CH2:3]3)[S:24][C:20]=2[CH:19]=1)[CH3:16]. (6) The product is: [C:21]1([C:27]([C:28]2[CH:29]=[CH:30][CH:31]=[CH:32][CH:33]=2)([C:34]2[CH:35]=[CH:36][CH:37]=[CH:38][CH:39]=2)[O:4][CH2:3][C@@H:2]([CH3:1])[C@@H:5]([O:13][Si:14]([C:17]([CH3:20])([CH3:19])[CH3:18])([CH3:16])[CH3:15])[C@@H:6]([CH3:12])[C@H:7]([OH:11])[CH:8]=[CH:9][CH3:10])[CH:22]=[CH:23][CH:24]=[CH:25][CH:26]=1. Given the reactants [CH3:1][C@@H:2]([C@H:5]([O:13][Si:14]([C:17]([CH3:20])([CH3:19])[CH3:18])([CH3:16])[CH3:15])[C@@H:6]([CH3:12])[C@H:7]([OH:11])[CH:8]=[CH:9][CH3:10])[CH2:3][OH:4].[C:21]1([C:27](Cl)([C:34]2[CH:39]=[CH:38][CH:37]=[CH:36][CH:35]=2)[C:28]2[CH:33]=[CH:32][CH:31]=[CH:30][CH:29]=2)[CH:26]=[CH:25][CH:24]=[CH:23][CH:22]=1, predict the reaction product. (7) Given the reactants [Cl:1][C:2]1[CH:7]=[CH:6][C:5]([NH:8]C(=O)OC(C)(C)C)=[CH:4][C:3]=1[NH:16][CH:17]([CH3:19])[CH3:18].NC1C=C(NC(=O)OC(C)(C)C)C=CC=1Cl.C([BH3-])#N.[Na+], predict the reaction product. The product is: [Cl:1][C:2]1[C:3]([NH:16][CH:17]([CH3:18])[CH3:19])=[CH:4][C:5]([NH2:8])=[CH:6][CH:7]=1. (8) Given the reactants [C:1]([C:9]1[CH:10]=[CH:11][C:12]([N+:17]([O-])=O)=[C:13]([CH:16]=1)[CH:14]=[O:15])(=[O:8])[C:2]1[CH:7]=[CH:6][CH:5]=[CH:4][CH:3]=1.S1C=CC=C1, predict the reaction product. The product is: [NH2:17][C:12]1[CH:11]=[CH:10][C:9]([C:1](=[O:8])[C:2]2[CH:3]=[CH:4][CH:5]=[CH:6][CH:7]=2)=[CH:16][C:13]=1[CH:14]=[O:15].